From a dataset of Full USPTO retrosynthesis dataset with 1.9M reactions from patents (1976-2016). Predict the reactants needed to synthesize the given product. (1) The reactants are: [Br:1][C:2]1[C:3]2[N:4]([N:10]=[C:11]([C:18]([F:21])([F:20])[F:19])[C:12]=2C(OCC)=O)[C:5]([O:8][CH3:9])=[CH:6][CH:7]=1.[OH-].[K+].Cl.S(=O)(=O)(O)O.[OH-].[Na+]. Given the product [Br:1][C:2]1[C:3]2[N:4]([N:10]=[C:11]([C:18]([F:21])([F:19])[F:20])[CH:12]=2)[C:5]([O:8][CH3:9])=[CH:6][CH:7]=1, predict the reactants needed to synthesize it. (2) Given the product [I:49][CH2:8][CH2:7][CH:4]1[CH2:3][CH2:2][N:1]([C:15]([O:14][C:10]([CH3:13])([CH3:12])[CH3:11])=[O:17])[CH2:6][CH2:5]1, predict the reactants needed to synthesize it. The reactants are: [NH:1]1[CH2:6][CH2:5][CH:4]([CH2:7][CH2:8]O)[CH2:3][CH2:2]1.[C:10]([O:14][C:15]([O:17]C(OC(C)(C)C)=O)=O)([CH3:13])([CH3:12])[CH3:11].C1(P(C2C=CC=CC=2)C2C=CC=CC=2)C=CC=CC=1.N1C=CN=C1.[I:49]I. (3) The reactants are: [Cl:1][C:2]1[C:11]2[C:6](=[CH:7][CH:8]=[CH:9][CH:10]=2)[N:5]=[C:4]([C:12]2[CH:17]=[CH:16][CH:15]=[CH:14][CH:13]=2)[CH:3]=1.[C:18]1([CH3:29])[CH:23]=[CH:22][C:21]([S:24]([O:27]C)(=[O:26])=[O:25])=[CH:20][CH:19]=1. Given the product [C:18]1([CH3:29])[CH:19]=[CH:20][C:21]([S:24]([O-:27])(=[O:25])=[O:26])=[CH:22][CH:23]=1.[Cl:1][C:2]1[C:11]2[C:6](=[CH:7][CH:8]=[CH:9][CH:10]=2)[N+:5]([CH3:18])=[C:4]([C:12]2[CH:17]=[CH:16][CH:15]=[CH:14][CH:13]=2)[CH:3]=1, predict the reactants needed to synthesize it. (4) Given the product [CH3:39][S:40]([O:31][C@@H:28]1[CH2:29][CH2:30][N:26]([C:19]2[CH:18]=[CH:17][C:16]3[C:21](=[CH:22][CH:23]=[C:24]([CH3:25])[C:15]=3[NH:14][C:12](=[O:13])[CH2:11][C:1]34[CH2:2][CH:3]5[CH2:4][CH:5]([CH2:6][CH:7]([CH2:9]5)[CH2:8]3)[CH2:10]4)[N:20]=2)[CH2:27]1)(=[O:42])=[O:41], predict the reactants needed to synthesize it. The reactants are: [C:1]12([CH2:11][C:12]([NH:14][C:15]3[C:24]([CH3:25])=[CH:23][CH:22]=[C:21]4[C:16]=3[CH:17]=[CH:18][C:19]([N:26]3[CH2:30][CH2:29][C@@H:28]([OH:31])[CH2:27]3)=[N:20]4)=[O:13])[CH2:10][CH:5]3[CH2:6][CH:7]([CH2:9][CH:3]([CH2:4]3)[CH2:2]1)[CH2:8]2.C(N(CC)CC)C.[CH3:39][S:40](Cl)(=[O:42])=[O:41].C(=O)(O)[O-].[Na+]. (5) Given the product [Cl:1][C:2]1[CH:3]=[CH:4][C:5]([C:8]([C:14]2[C:22]3[C:17](=[C:18]([CH2:23][S:24]([CH3:25])=[O:37])[CH:19]=[CH:20][CH:21]=3)[NH:16][CH:15]=2)([CH2:12][CH3:13])[CH2:9][CH2:10][OH:11])=[CH:6][CH:7]=1, predict the reactants needed to synthesize it. The reactants are: [Cl:1][C:2]1[CH:7]=[CH:6][C:5]([C:8]([C:14]2[C:22]3[C:17](=[C:18]([CH2:23][S:24][CH3:25])[CH:19]=[CH:20][CH:21]=3)[NH:16][CH:15]=2)([CH2:12][CH3:13])[CH2:9][CH2:10][OH:11])=[CH:4][CH:3]=1.ClCCl.ClC1C=CC=C(C(OO)=[O:37])C=1.